This data is from Forward reaction prediction with 1.9M reactions from USPTO patents (1976-2016). The task is: Predict the product of the given reaction. Given the reactants [NH:1]1[C:5]2[CH:6]=[CH:7][CH:8]=[CH:9][C:4]=2[N:3]=[C:2]1[S:10][C:11]1[O:15][C:14]([CH:16]=O)=[CH:13][CH:12]=1.[CH3:18][C:19]1([CH3:27])[CH2:26][C:24](=O)[CH2:23][C:21](=[O:22])[CH2:20]1.Cl.[NH2:29][C:30]1[CH:34]=[CH:33][NH:32][C:31]=1[C:35]([O:37][CH2:38][CH3:39])=[O:36].C(N(CC)C(C)C)(C)C, predict the reaction product. The product is: [CH2:38]([O:37][C:35]([C:31]1[NH:32][CH:33]=[C:34]2[CH:16]([C:14]3[O:15][C:11]([S:10][C:2]4[NH:1][C:5]5[CH:6]=[CH:7][CH:8]=[CH:9][C:4]=5[N:3]=4)=[CH:12][CH:13]=3)[C:23]3[C:21](=[O:22])[CH2:20][C:19]([CH3:18])([CH3:27])[CH2:26][C:24]=3[NH:29][C:30]=12)=[O:36])[CH3:39].